From a dataset of Full USPTO retrosynthesis dataset with 1.9M reactions from patents (1976-2016). Predict the reactants needed to synthesize the given product. (1) Given the product [OH:16][C:11]1[CH:12]=[CH:13][CH:14]=[CH:15][C:10]=1[C:8]1[N:7]([CH2:24][CH2:25][C:26]2[CH:27]=[CH:28][CH:29]=[CH:30][CH:31]=2)[C:6](=[O:32])[C:5]([CH2:33][CH:34]([CH3:36])[CH3:35])=[C:4]([CH2:3][O:2][CH3:1])[N:9]=1, predict the reactants needed to synthesize it. The reactants are: [CH3:1][O:2][CH2:3][C:4]1[N:9]=[C:8]([C:10]2[CH:15]=[CH:14][CH:13]=[CH:12][C:11]=2[O:16]CC2C=CC=CC=2)[N:7]([CH2:24][CH2:25][C:26]2[CH:31]=[CH:30][CH:29]=[CH:28][CH:27]=2)[C:6](=[O:32])[C:5]=1[CH:33]=[C:34]([CH3:36])[CH3:35]. (2) Given the product [Si:1]([O:18][CH2:19][C@@H:20]([C:22]1[C:23]([C:37]([F:40])([F:39])[F:38])=[N:24][C:25]([C:28]2[CH:33]=[C:32]([O:34][CH3:35])[CH:31]=[CH:30][C:29]=2[F:36])=[CH:26][CH:27]=1)[O:21][C:55]1[CH:56]=[C:51]([C@H:44]([CH:41]2[CH2:42][CH2:43]2)[C@H:45]([CH3:50])[C:46]([O:48][CH3:49])=[O:47])[CH:52]=[CH:53][C:54]=1[I:57])([C:14]([CH3:15])([CH3:16])[CH3:17])([C:8]1[CH:13]=[CH:12][CH:11]=[CH:10][CH:9]=1)[C:2]1[CH:7]=[CH:6][CH:5]=[CH:4][CH:3]=1, predict the reactants needed to synthesize it. The reactants are: [Si:1]([O:18][CH2:19][C@H:20]([C:22]1[C:23]([C:37]([F:40])([F:39])[F:38])=[N:24][C:25]([C:28]2[CH:33]=[C:32]([O:34][CH3:35])[CH:31]=[CH:30][C:29]=2[F:36])=[CH:26][CH:27]=1)[OH:21])([C:14]([CH3:17])([CH3:16])[CH3:15])([C:8]1[CH:13]=[CH:12][CH:11]=[CH:10][CH:9]=1)[C:2]1[CH:7]=[CH:6][CH:5]=[CH:4][CH:3]=1.[CH:41]1([C@@H:44]([C:51]2[CH:56]=[CH:55][C:54]([I:57])=[C:53](O)[CH:52]=2)[C@H:45]([CH3:50])[C:46]([O:48][CH3:49])=[O:47])[CH2:43][CH2:42]1.P(CCCC)(CCCC)CCCC.N(C(N1CCCCC1)=O)=NC(N1CCCCC1)=O. (3) The reactants are: [Br:1][C:2]1[CH:7]=[CH:6][C:5]([NH:8][C:9]2[N:14]=[CH:13][CH:12]=[CH:11][N:10]=2)=[CH:4][CH:3]=1.[H-].[Na+].[CH3:17][O:18][C:19]1[CH:26]=[CH:25][C:22]([CH2:23]Cl)=[CH:21][CH:20]=1. Given the product [Br:1][C:2]1[CH:3]=[CH:4][C:5]([N:8]([CH2:23][C:22]2[CH:25]=[CH:26][C:19]([O:18][CH3:17])=[CH:20][CH:21]=2)[C:9]2[N:10]=[CH:11][CH:12]=[CH:13][N:14]=2)=[CH:6][CH:7]=1, predict the reactants needed to synthesize it. (4) Given the product [F:1][C:2]1[CH:7]=[CH:6][C:5]([C:8]2[C:12]([C:13](=[S:30])[NH2:15])=[C:11]([CH3:16])[NH:10][N:9]=2)=[CH:4][CH:3]=1.[F:1][C:2]1[CH:7]=[CH:6][C:5]([C:8]2[C:12]([C:13](=[S:30])[NH2:15])=[C:11]([CH3:16])[N:10]([CH2:17][O:18][CH2:19][CH2:20][O:21][CH3:22])[N:9]=2)=[CH:4][CH:3]=1, predict the reactants needed to synthesize it. The reactants are: [F:1][C:2]1[CH:7]=[CH:6][C:5]([C:8]2[C:12]([C:13]([NH2:15])=O)=[C:11]([CH3:16])[N:10]([CH2:17][O:18][CH2:19][CH2:20][O:21][CH3:22])[N:9]=2)=[CH:4][CH:3]=1.COCCOC.P12(SP3(SP(SP(S3)(S1)=S)(=S)S2)=S)=[S:30]. (5) Given the product [CH:1]([N:4]1[C:12]2[C:7](=[CH:8][CH:9]=[CH:10][CH:11]=2)[C:6]([C:13]2[O:14][C:29]([CH:26]3[CH2:25][CH2:24][N:23]([CH2:22][CH2:21][CH2:20][O:19][CH3:18])[CH2:28][CH2:27]3)=[N:16][N:15]=2)=[N:5]1)([CH3:3])[CH3:2], predict the reactants needed to synthesize it. The reactants are: [CH:1]([N:4]1[C:12]2[C:7](=[CH:8][CH:9]=[CH:10][CH:11]=2)[C:6]([C:13]([NH:15][NH2:16])=[O:14])=[N:5]1)([CH3:3])[CH3:2].Cl.[CH3:18][O:19][CH2:20][CH2:21][CH2:22][N:23]1[CH2:28][CH2:27][CH:26]([C:29](O)=O)[CH2:25][CH2:24]1.